Dataset: Forward reaction prediction with 1.9M reactions from USPTO patents (1976-2016). Task: Predict the product of the given reaction. (1) Given the reactants [CH3:1][O:2][C:3]([C:5]1[CH:14]=[C:13]2[C:8]([CH:9]=[CH:10][C:11]([C:15]([F:18])([F:17])[F:16])=[N:12]2)=[C:7]([OH:19])[CH:6]=1)=[O:4].[N+:20]([O-])([OH:22])=[O:21].CCCCCC.C(OCC)(=O)C, predict the reaction product. The product is: [CH3:1][O:2][C:3]([C:5]1[CH:14]=[C:13]2[C:8]([CH:9]=[CH:10][C:11]([C:15]([F:18])([F:16])[F:17])=[N:12]2)=[C:7]([OH:19])[C:6]=1[N+:20]([O-:22])=[O:21])=[O:4]. (2) The product is: [N:5]1[CH:4]=[CH:3][N:7]2[C:6]=1[C:12]1[CH:13]=[CH:14][CH:15]=[CH:16][C:11]=1[NH:10][C:9]1[N:17]=[CH:18][CH:19]=[CH:20][C:8]2=1. Given the reactants CO[CH:3](OC)[CH2:4][NH:5][C:6]1[C:12]2[CH:13]=[CH:14][CH:15]=[CH:16][C:11]=2[NH:10][C:9]2[N:17]=[CH:18][CH:19]=[CH:20][C:8]=2[N:7]=1, predict the reaction product. (3) Given the reactants [CH3:1][O:2][CH2:3][CH2:4][O:5][CH2:6][N:7]1[C:11]([C@H:12]2[CH2:17][CH2:16][CH2:15][CH2:14][C@@H:13]2[OH:18])=[CH:10][CH:9]=[N:8]1, predict the reaction product. The product is: [CH3:1][O:2][CH2:3][CH2:4][O:5][CH2:6][N:7]1[C:11]([C@@H:12]2[CH2:17][CH2:16][CH2:15][CH2:14][C@H:13]2[OH:18])=[CH:10][CH:9]=[N:8]1. (4) Given the reactants [CH3:1][N:2]1[CH2:7][CH2:6][CH:5]([C:8]([OH:10])=O)[CH2:4][CH2:3]1.F[P-](F)(F)(F)(F)F.[N:18]1(O[P+](N(C)C)(N(C)C)N(C)C)[C:22]2C=CC=CC=2N=N1.[NH2:38][C:39]1[CH:44]=[C:43]([O:45][C:46]2[CH:51]=[CH:50][C:49](CN)=[C:48]([N+:54]([O-:56])=[O:55])[CH:47]=2)[CH:42]=[CH:41][N:40]=1, predict the reaction product. The product is: [CH3:1][N:2]1[CH2:3][CH2:4][CH:5]([C:8]([NH:38][C:39]2[CH:44]=[C:43]([O:45][C:46]3[CH:51]=[CH:50][C:49]([NH:18][CH3:22])=[C:48]([N+:54]([O-:56])=[O:55])[CH:47]=3)[CH:42]=[CH:41][N:40]=2)=[O:10])[CH2:6][CH2:7]1. (5) Given the reactants [NH2:1][C:2]1[CH:7]=[CH:6][C:5]([C:8]2[CH:13]=[CH:12][C:11]([CH:14]3[O:19][CH2:18][CH:17]([CH2:20][C:21]([O:23][CH3:24])=[O:22])[CH2:16][CH2:15]3)=[CH:10][CH:9]=2)=[CH:4][CH:3]=1.C([N:34]1[CH:39]=[CH:38][CH:37]=[CH:36][C:35]1=[O:40])([N:34]1[CH:39]=[CH:38][CH:37]=[CH:36][C:35]1=[O:40])=S.C1([C:45]([NH:47]N)=O)CCC1.C(Cl)CCl, predict the reaction product. The product is: [CH:36]1([C:35]2[O:40][C:45]([NH:1][C:2]3[CH:7]=[CH:6][C:5]([C:8]4[CH:13]=[CH:12][C:11]([CH:14]5[O:19][CH2:18][CH:17]([CH2:20][C:21]([O:23][CH3:24])=[O:22])[CH2:16][CH2:15]5)=[CH:10][CH:9]=4)=[CH:4][CH:3]=3)=[N:47][N:34]=2)[CH2:37][CH2:38][CH2:39]1.